Dataset: Forward reaction prediction with 1.9M reactions from USPTO patents (1976-2016). Task: Predict the product of the given reaction. (1) The product is: [Cl:25][C:21]1[C:20]([C:26]([F:29])([F:28])[F:27])=[C:19]([CH:16]2[CH2:17][CH2:18][N:13]([C:11]([C:8]3[N:6]4[CH:7]=[C:2]([C:30]#[N:31])[CH:3]=[CH:4][C:5]4=[N:10][N:9]=3)=[O:12])[CH2:14][CH2:15]2)[CH:24]=[CH:23][CH:22]=1. Given the reactants Br[C:2]1[CH:3]=[CH:4][C:5]2[N:6]([C:8]([C:11]([N:13]3[CH2:18][CH2:17][CH:16]([C:19]4[CH:24]=[CH:23][CH:22]=[C:21]([Cl:25])[C:20]=4[C:26]([F:29])([F:28])[F:27])[CH2:15][CH2:14]3)=[O:12])=[N:9][N:10]=2)[CH:7]=1.[CH3:30][N:31](C=O)C, predict the reaction product. (2) Given the reactants C([SiH:3]([CH3:5])[CH3:4])C.[N:6]1([C:10]2[N:15]=[CH:14][C:13]([NH:16][C:17]([C:19]3[N:20]([CH2:29][C:30]4[CH:35]=[CH:34][CH:33]=[C:32]([F:36])[CH:31]=4)[C:21]4[C:26]([CH:27]=3)=[CH:25][C:24](I)=[CH:23][CH:22]=4)=[O:18])=[CH:12][CH:11]=2)[CH2:9][CH2:8][CH2:7]1.[O-]P(OP(OP([O-])([O-])=O)([O-])=O)(=O)[O-].[K+].[K+].[K+].[K+].[K+].CN1CC[CH2:58][C:57]1=O, predict the reaction product. The product is: [N:6]1([C:10]2[N:15]=[CH:14][C:13]([NH:16][C:17]([C:19]3[N:20]([CH2:29][C:30]4[CH:35]=[CH:34][CH:33]=[C:32]([F:36])[CH:31]=4)[C:21]4[C:26]([C:27]=3[SiH:3]([CH3:5])[CH3:4])=[CH:25][C:24]([CH2:57][CH3:58])=[CH:23][CH:22]=4)=[O:18])=[CH:12][CH:11]=2)[CH2:9][CH2:8][CH2:7]1. (3) Given the reactants [CH2:1]([O:3][C:4]1[CH:13]=[C:12](B2OC(C)(C)C(C)(C)O2)[CH:11]=[CH:10][C:5]=1[C:6]([O:8][CH3:9])=[O:7])[CH3:2].[F:23][C:24]1[CH:29]=[CH:28][CH:27]=[C:26]([F:30])[C:25]=1I, predict the reaction product. The product is: [CH2:1]([O:3][C:4]1[CH:13]=[C:12]([C:25]2[C:24]([F:23])=[CH:29][CH:28]=[CH:27][C:26]=2[F:30])[CH:11]=[CH:10][C:5]=1[C:6]([O:8][CH3:9])=[O:7])[CH3:2]. (4) Given the reactants [O:1]=[C:2]1[CH2:6][CH2:5][CH2:4][N:3]1[CH:7]([CH3:11])[C:8]([OH:10])=O.[CH3:12]N(C(ON1N=NC2C=CC=NC1=2)=[N+](C)C)C.F[P-](F)(F)(F)(F)F.[CH3:36][O:37][C:38](=[O:46])[C:39]1[CH:44]=[CH:43][C:42]([NH2:45])=[CH:41][CH:40]=1.CN1CCOCC1, predict the reaction product. The product is: [CH3:12][N:45]([C:42]1[CH:43]=[CH:44][C:39]([C:38]([O:37][CH3:36])=[O:46])=[CH:40][CH:41]=1)[C:8](=[O:10])[CH:7]([N:3]1[CH2:4][CH2:5][CH2:6][C:2]1=[O:1])[CH3:11]. (5) The product is: [F:1][C:2]1[CH:15]=[C:14]([F:16])[CH:13]=[CH:12][C:3]=1[O:4][C:5]1[CH:6]=[CH:7][C:8]([N:9]=[CH:23][C:19]2[CH:18]=[N:17][CH:22]=[CH:21][CH:20]=2)=[CH:10][CH:11]=1. Given the reactants [F:1][C:2]1[CH:15]=[C:14]([F:16])[CH:13]=[CH:12][C:3]=1[O:4][C:5]1[CH:11]=[CH:10][C:8]([NH2:9])=[CH:7][CH:6]=1.[N:17]1[CH:22]=[CH:21][CH:20]=[C:19]([CH:23]=O)[CH:18]=1, predict the reaction product. (6) Given the reactants [C:1]([NH:9][C:10]1[S:11][CH2:12][C@@H:13]2[CH2:18][N:17](C(OCC3C=CC=CC=3)=O)[CH2:16][C@:14]2([C:29]2[S:30][CH:31]=[CH:32][CH:33]=2)[N:15]=1)(=[O:8])[C:2]1[CH:7]=[CH:6][CH:5]=[CH:4][CH:3]=1.I[Si](C)(C)C, predict the reaction product. The product is: [S:30]1[CH:31]=[CH:32][CH:33]=[C:29]1[C@:14]12[CH2:16][NH:17][CH2:18][C@H:13]1[CH2:12][S:11][C:10]([NH:9][C:1](=[O:8])[C:2]1[CH:3]=[CH:4][CH:5]=[CH:6][CH:7]=1)=[N:15]2. (7) Given the reactants [Na].N.[Si:3]([O:10][CH2:11][C@H:12]1[CH2:16][N:15]([C@@H](C2C=CC=CC=2)C)[C:14](=[O:25])[CH2:13]1)([C:6]([CH3:9])([CH3:8])[CH3:7])([CH3:5])[CH3:4].[Cl-].[NH4+], predict the reaction product. The product is: [Si:3]([O:10][CH2:11][C@H:12]1[CH2:16][NH:15][C:14](=[O:25])[CH2:13]1)([C:6]([CH3:9])([CH3:8])[CH3:7])([CH3:5])[CH3:4]. (8) Given the reactants [O:1]=[C:2]1[N:25]([CH2:26][CH2:27][CH2:28][CH2:29][CH2:30][CH2:31][C:32]([O:34]CC)=[O:33])[C:6]2=[N:7][C:8]([C:18]3[CH:23]=[CH:22][C:21]([CH3:24])=[CH:20][CH:19]=3)=[C:9]([C:11]3[CH:16]=[CH:15][C:14]([CH3:17])=[CH:13][CH:12]=3)[N:10]=[C:5]2[CH2:4][CH2:3]1.[OH-].[Na+], predict the reaction product. The product is: [O:1]=[C:2]1[N:25]([CH2:26][CH2:27][CH2:28][CH2:29][CH2:30][CH2:31][C:32]([OH:34])=[O:33])[C:6]2=[N:7][C:8]([C:18]3[CH:23]=[CH:22][C:21]([CH3:24])=[CH:20][CH:19]=3)=[C:9]([C:11]3[CH:12]=[CH:13][C:14]([CH3:17])=[CH:15][CH:16]=3)[N:10]=[C:5]2[CH2:4][CH2:3]1.